This data is from Forward reaction prediction with 1.9M reactions from USPTO patents (1976-2016). The task is: Predict the product of the given reaction. (1) The product is: [O:24]=[C:21]1[N:20]=[C:19]([NH:2][CH2:3][C:4]([O:6][C:7]([CH3:10])([CH3:9])[CH3:8])=[O:5])[CH2:23][S:22]1. Given the reactants Cl.[NH2:2][CH2:3][C:4]([O:6][C:7]([CH3:10])([CH3:9])[CH3:8])=[O:5].C(N(CC)CC)C.S=[C:19]1[CH2:23][S:22][C:21](=[O:24])[NH:20]1, predict the reaction product. (2) Given the reactants [Cl:1][C:2]1[CH:10]=[C:9]2[C:5]([CH:6]=[C:7](B(O)O)[N:8]2[CH3:11])=[CH:4][CH:3]=1.Br[C:16]1[CH:17]=[C:18]([CH2:22][N:23]2[C:31](=[O:32])[C:30]3[C:25](=[CH:26][CH:27]=[CH:28][CH:29]=3)[C:24]2=[O:33])[CH:19]=[N:20][CH:21]=1, predict the reaction product. The product is: [Cl:1][C:2]1[CH:10]=[C:9]2[C:5]([CH:6]=[C:7]([C:16]3[CH:17]=[C:18]([CH2:22][N:23]4[C:24](=[O:33])[C:25]5[C:30](=[CH:29][CH:28]=[CH:27][CH:26]=5)[C:31]4=[O:32])[CH:19]=[N:20][CH:21]=3)[N:8]2[CH3:11])=[CH:4][CH:3]=1.